The task is: Predict which catalyst facilitates the given reaction.. This data is from Catalyst prediction with 721,799 reactions and 888 catalyst types from USPTO. (1) Reactant: [CH2:1]([O:5][C:6]1[CH:11]=[CH:10][C:9]([S:12]([NH:15][C@H:16]([C:21]2[CH:37]=[CH:36][C:24]([O:25][CH2:26][CH2:27][NH:28]C(=O)OC(C)(C)C)=[CH:23][CH:22]=2)[C:17]([NH:19][OH:20])=[O:18])(=[O:14])=[O:13])=[CH:8][CH:7]=1)[C:2]#[C:3][CH3:4].C(OC1C=CC(S(N(C)C(C2C=CC(OCCNC(=O)OC(C)(C)C)=CC=2)C(NO)=O)(=O)=O)=CC=1)C#CC.Cl. Product: [NH2:28][CH2:27][CH2:26][O:25][C:24]1[CH:36]=[CH:37][C:21]([C@@H:16]([NH:15][S:12]([C:9]2[CH:8]=[CH:7][C:6]([O:5][CH2:1][C:2]#[C:3][CH3:4])=[CH:11][CH:10]=2)(=[O:14])=[O:13])[C:17]([NH:19][OH:20])=[O:18])=[CH:22][CH:23]=1. The catalyst class is: 363. (2) Reactant: C[O:2][C:3]([C:5]1[CH2:10][CH2:9][CH2:8][N:7]([C:11]2[C:16]([CH3:17])=[CH:15][C:14]([CH3:18])=[CH:13][C:12]=2[Cl:19])[C:6]=1SC)=O.[CH3:22][NH:23][NH2:24].O.C1(C)C=CC(S(O)(=O)=O)=CC=1. Product: [Cl:19][C:12]1[CH:13]=[C:14]([CH3:18])[CH:15]=[C:16]([CH3:17])[C:11]=1[N:7]1[CH2:8][CH2:9][CH2:10][C:5]2[C:3](=[O:2])[N:23]([CH3:22])[NH:24][C:6]1=2. The catalyst class is: 5. (3) Reactant: [Cl-].[CH2:2]([O:4][C:5](=[O:16])[C:6]1[CH:11]=[CH:10][C:9]([CH2:12][C:13]([OH:15])=O)=[CH:8][CH:7]=1)[CH3:3].CN(C)C=O.O[NH:23][C:24](=[NH:35])[CH2:25][O:26][C:27]1[CH:32]=[CH:31][C:30]([O:33][CH3:34])=[CH:29][CH:28]=1. Product: [CH2:2]([O:4][C:5](=[O:16])[C:6]1[CH:7]=[CH:8][C:9]([CH2:12][C:13]2[O:15][N:23]=[C:24]([CH2:25][O:26][C:27]3[CH:32]=[CH:31][C:30]([O:33][CH3:34])=[CH:29][CH:28]=3)[N:35]=2)=[CH:10][CH:11]=1)[CH3:3]. The catalyst class is: 48. (4) Reactant: Br.[NH:2]([C:4]1[CH:9]=[CH:8][N:7]=[N:6][CH:5]=1)[NH2:3].O=[C:11]1[CH2:15][CH2:14][CH2:13][CH:12]1[C:16]#[N:17]. Product: [N:7]1[CH:8]=[CH:9][C:4]([N:2]2[C:16]([NH2:17])=[C:12]3[CH2:13][CH2:14][CH2:15][C:11]3=[N:3]2)=[CH:5][N:6]=1. The catalyst class is: 14. (5) Product: [O:1]([C:8]1[C:9]([CH2:10][NH2:11])=[CH:12][CH:13]=[CH:14][N:15]=1)[C:2]1[CH:7]=[CH:6][CH:5]=[CH:4][CH:3]=1. The catalyst class is: 181. Reactant: [O:1]([C:8]1[N:15]=[CH:14][CH:13]=[CH:12][C:9]=1[C:10]#[N:11])[C:2]1[CH:7]=[CH:6][CH:5]=[CH:4][CH:3]=1. (6) Reactant: [CH3:1][O:2][C:3](=[O:13])[CH2:4][C:5]1[CH:10]=[C:9]([OH:11])[CH:8]=[C:7]([OH:12])[CH:6]=1.C(=O)([O-])[O-].[K+].[K+].[I-].[K+].[CH2:22](Br)[C:23]1[CH:28]=[CH:27][CH:26]=[CH:25][CH:24]=1. Product: [CH3:1][O:2][C:3](=[O:13])[CH2:4][C:5]1[CH:10]=[C:9]([OH:11])[CH:8]=[C:7]([O:12][CH2:22][C:23]2[CH:28]=[CH:27][CH:26]=[CH:25][CH:24]=2)[CH:6]=1. The catalyst class is: 95.